From a dataset of Full USPTO retrosynthesis dataset with 1.9M reactions from patents (1976-2016). Predict the reactants needed to synthesize the given product. (1) Given the product [Br:18][C:19]1[C:24]([CH3:25])=[CH:23][C:22]([O:26][CH2:4][CH2:3][C:2]([CH3:17])([OH:1])[CH3:16])=[CH:21][C:20]=1[CH3:27], predict the reactants needed to synthesize it. The reactants are: [OH:1][C:2]([CH3:17])([CH3:16])[CH2:3][CH2:4]OS(C1C=CC(C)=CC=1)(=O)=O.[Br:18][C:19]1[C:24]([CH3:25])=[CH:23][C:22]([OH:26])=[CH:21][C:20]=1[CH3:27].C(=O)([O-])[O-].[K+].[K+].[NH4+].[Cl-]. (2) Given the product [CH2:1]([CH:3]1[NH:8][CH:7]([C:9]2[CH:14]=[CH:13][CH:12]=[CH:11][CH:10]=2)[CH:6]([NH:15][CH2:58][C:57]2[CH:56]=[C:55]3[C:50]([CH2:51][CH2:52][C:53](=[O:61])[N:54]3[CH3:60])=[CH:49][C:48]=2[O:47][CH3:46])[CH2:5][CH2:4]1)[CH3:2], predict the reactants needed to synthesize it. The reactants are: [CH2:1]([CH:3]1[NH:8][CH:7]([C:9]2[CH:14]=[CH:13][CH:12]=[CH:11][CH:10]=2)[CH:6]([NH2:15])[CH2:5][CH2:4]1)[CH3:2].C([C@@H]1N[C@@H](C2C=CC=CC=2)[C@@H](N)CC1)C.C([C@H]1N[C@H](C2C=CC=CC=2)[C@H](N)CC1)C.[CH3:46][O:47][C:48]1[CH:49]=[C:50]2[C:55](=[CH:56][C:57]=1[CH:58]=O)[N:54]([CH3:60])[C:53](=[O:61])[CH2:52][CH2:51]2. (3) Given the product [CH3:20][N:22]([CH2:25][C:6]1[CH:7]=[CH:8][C:3]([C:9]2[O:10][C:11](=[O:12])[C:13]3([CH2:18][CH2:17][CH2:16][CH2:15][CH2:14]3)[N:30]=2)=[CH:4][CH:5]=1)[CH3:23], predict the reactants needed to synthesize it. The reactants are: [OH-].[Na+].[C:3]1([CH2:9][O:10][C:11]([CH:13]2[CH2:18][CH2:17][CH2:16][CH2:15][CH2:14]2)=[O:12])[CH:8]=[CH:7][CH:6]=[CH:5][CH:4]=1.Cl.[CH2:20]([N:22]([CH2:25]C)[CH2:23]C)C.Cl.C([N:30]=C=NCCCN(C)C)C. (4) Given the product [Cl:1][C:2]1[CH:3]=[C:4]([CH:25]=[CH:26][CH:27]=1)[O:5][C:6]1[C:11]([O:12][CH2:13][CH2:14][CH2:15][C:16]2[C:21]([OH:22])=[CH:20][N:19]=[CH:18][C:17]=2[Cl:24])=[CH:10][CH:9]=[CH:8][N:7]=1, predict the reactants needed to synthesize it. The reactants are: [Cl:1][C:2]1[CH:3]=[C:4]([CH:25]=[CH:26][CH:27]=1)[O:5][C:6]1[C:11]([O:12][CH2:13][CH2:14][CH2:15][C:16]2[C:21]([O:22]C)=[CH:20][N:19]=[CH:18][C:17]=2[Cl:24])=[CH:10][CH:9]=[CH:8][N:7]=1.Cl.N1C=CC=CC=1.C(=O)([O-])O.[Na+]. (5) Given the product [ClH:28].[NH2:7][CH:8]([C:10]1[S:11][CH:12]=[C:13]([C:15]([N:17]2[C:26]3[C:21](=[CH:22][CH:23]=[CH:24][CH:25]=3)[CH2:20][CH2:19][CH2:18]2)=[O:16])[N:14]=1)[CH3:9], predict the reactants needed to synthesize it. The reactants are: C(OC(=O)[NH:7][CH:8]([C:10]1[S:11][CH:12]=[C:13]([C:15]([N:17]2[C:26]3[C:21](=[CH:22][CH:23]=[CH:24][CH:25]=3)[CH2:20][CH2:19][CH2:18]2)=[O:16])[N:14]=1)[CH3:9])(C)(C)C.[ClH:28].O1CCOCC1. (6) The reactants are: Br[C:2]1[C:3]([CH:9]2[CH2:14][CH2:13][CH2:12][CH2:11][CH2:10]2)=[C:4]([CH3:8])[CH:5]=[CH:6][CH:7]=1.[NH:15]1[CH2:20][CH2:19][CH:18]([CH2:21][CH2:22][CH2:23][CH2:24][NH:25][C:26](=[O:35])[CH2:27][CH2:28][C:29]2[CH:30]=[N:31][CH:32]=[CH:33][CH:34]=2)[CH2:17][CH2:16]1.C(=O)([O-])[O-].[K+].[K+].[I-].[Na+]. Given the product [CH:9]1([CH:3]([C:2]2[CH:7]=[CH:6][CH:5]=[CH:4][CH:8]=2)[N:15]2[CH2:20][CH2:19][CH:18]([CH2:21][CH2:22][CH2:23][CH2:24][NH:25][C:26](=[O:35])[CH2:27][CH2:28][C:29]3[CH:30]=[N:31][CH:32]=[CH:33][CH:34]=3)[CH2:17][CH2:16]2)[CH2:10][CH2:11][CH2:12][CH2:13][CH2:14]1, predict the reactants needed to synthesize it. (7) Given the product [Cl:8][C:5]1[N:4]=[C:3]([O:9][CH3:10])[C:2]([C:13]2[CH:12]=[N:11][CH:16]=[CH:15][CH:14]=2)=[CH:7][N:6]=1, predict the reactants needed to synthesize it. The reactants are: Br[C:2]1[C:3]([O:9][CH3:10])=[N:4][C:5]([Cl:8])=[N:6][CH:7]=1.[N:11]1[CH:16]=[CH:15][CH:14]=[C:13](B(O)O)[CH:12]=1.C(=O)([O-])[O-].[K+].[K+].ClCCl. (8) Given the product [F:1][C:2]1[CH:3]=[CH:4][C:5]([C:8]2[CH:27]=[CH:26][C:11]3[N:12]=[C:13]([C:18]4[CH:19]=[C:20]([CH:23]=[CH:24][CH:25]=4)[C:21]([NH:28][OH:29])=[NH:22])[CH2:14][C:15](=[O:17])[NH:16][C:10]=3[CH:9]=2)=[CH:6][CH:7]=1, predict the reactants needed to synthesize it. The reactants are: [F:1][C:2]1[CH:7]=[CH:6][C:5]([C:8]2[CH:27]=[CH:26][C:11]3[N:12]=[C:13]([C:18]4[CH:19]=[C:20]([CH:23]=[CH:24][CH:25]=4)[C:21]#[N:22])[CH2:14][C:15](=[O:17])[NH:16][C:10]=3[CH:9]=2)=[CH:4][CH:3]=1.[NH2:28][OH:29].